This data is from Clinical trial toxicity outcomes and FDA approval status for drugs. The task is: Regression/Classification. Given a drug SMILES string, predict its toxicity properties. Task type varies by dataset: regression for continuous values (e.g., LD50, hERG inhibition percentage) or binary classification for toxic/non-toxic outcomes (e.g., AMES mutagenicity, cardiotoxicity, hepatotoxicity). Dataset: clintox. (1) The drug is [NH3+][C@@H](CS)C(=O)[O-]. The result is 0 (passed clinical trial). (2) The compound is Nc1nc(=O)c2ncn(COCCO)c2[nH]1. The result is 0 (passed clinical trial). (3) The drug is COc1ccc2c(c1)N(C[C@H](C)C[NH+](C)C)c1ccccc1S2. The result is 0 (passed clinical trial). (4) The drug is COc1ccc(C(=O)CC(=O)c2ccc(C(C)(C)C)cc2)cc1. The result is 0 (passed clinical trial).